Dataset: Forward reaction prediction with 1.9M reactions from USPTO patents (1976-2016). Task: Predict the product of the given reaction. Given the reactants [Cl-:1].[NH4+:2].[C-:3]#[N:4].[Na+].N.[CH3:7][C:8]([C:10]1[CH:15]=[CH:14][C:13]([Cl:16])=[CH:12][CH:11]=1)=O, predict the reaction product. The product is: [ClH:16].[NH2:2][C:8]([C:10]1[CH:15]=[CH:14][C:13]([Cl:1])=[CH:12][CH:11]=1)([CH3:7])[C:3]#[N:4].